The task is: Predict the product of the given reaction.. This data is from Forward reaction prediction with 1.9M reactions from USPTO patents (1976-2016). (1) Given the reactants [CH3:1][NH2:2].[F:3][C:4]([F:41])([C:19]([F:40])([F:39])[C:20]([F:38])([F:37])[C:21]([F:36])([F:35])[C:22]([F:34])([F:33])[C:23]([F:32])([F:31])[C:24]([F:30])([F:29])[C:25]([F:28])([F:27])[F:26])[CH2:5][CH2:6][CH2:7]C1C=C(C)C=CC=1S([O-])(=O)=O, predict the reaction product. The product is: [F:3][C:4]([F:41])([C:19]([F:40])([F:39])[C:20]([F:38])([F:37])[C:21]([F:36])([F:35])[C:22]([F:34])([F:33])[C:23]([F:32])([F:31])[C:24]([F:30])([F:29])[C:25]([F:28])([F:27])[F:26])[CH2:5][CH2:6][CH2:7][NH:2][CH3:1]. (2) Given the reactants [NH2:1][CH:2]([C:4]1[CH:31]=[CH:30][C:7]([C:8]([NH:10][C:11]2[C:16]([CH3:17])=[CH:15][C:14]([C:18]([F:27])([C:23]([F:26])([F:25])[F:24])[C:19]([F:22])([F:21])[F:20])=[CH:13][C:12]=2[CH2:28][CH3:29])=[O:9])=[CH:6][CH:5]=1)[CH3:3].[C:32](O)(=[O:34])[CH3:33].Cl.C(N=C=NCCCN(C)C)C.CN(C1C=CC=CN=1)C, predict the reaction product. The product is: [C:32]([NH:1][CH:2]([C:4]1[CH:5]=[CH:6][C:7]([C:8]([NH:10][C:11]2[C:16]([CH3:17])=[CH:15][C:14]([C:18]([F:27])([C:19]([F:20])([F:21])[F:22])[C:23]([F:24])([F:25])[F:26])=[CH:13][C:12]=2[CH2:28][CH3:29])=[O:9])=[CH:30][CH:31]=1)[CH3:3])(=[O:34])[CH3:33]. (3) The product is: [CH2:1]([O:8][C:9]([N:11]1[CH2:20][CH2:19][C:18]2[C:13](=[CH:14][C:15]([O:21][CH2:22][C:23]3([C:29]([O:31][CH2:32][CH3:33])=[O:30])[CH2:24][CH2:25][N:26]([C:44]4[CH:45]=[CH:46][N:47]=[C:42]([Cl:41])[N:43]=4)[CH2:27][CH2:28]3)=[CH:16][CH:17]=2)[CH2:12]1)=[O:10])[C:2]1[CH:3]=[CH:4][CH:5]=[CH:6][CH:7]=1. Given the reactants [CH2:1]([O:8][C:9]([N:11]1[CH2:20][CH2:19][C:18]2[C:13](=[CH:14][C:15]([O:21][CH2:22][C:23]3([C:29]([O:31][CH2:32][CH3:33])=[O:30])[CH2:28][CH2:27][NH:26][CH2:25][CH2:24]3)=[CH:16][CH:17]=2)[CH2:12]1)=[O:10])[C:2]1[CH:7]=[CH:6][CH:5]=[CH:4][CH:3]=1.C(N(CC)CC)C.[Cl:41][C:42]1[N:47]=[C:46](Cl)[CH:45]=[CH:44][N:43]=1.O, predict the reaction product.